This data is from Forward reaction prediction with 1.9M reactions from USPTO patents (1976-2016). The task is: Predict the product of the given reaction. (1) Given the reactants [C:1]([NH:4][C@@H:5]1[C:26]2[C:21](=[CH:22][CH:23]=[CH:24][CH:25]=2)[C:8]2([CH2:13][CH2:12][N:11](C(OC(C)(C)C)=O)[CH2:10][CH2:9]2)[CH2:7][CH2:6]1)(=[O:3])[CH3:2].C(O)(C(F)(F)F)=O, predict the reaction product. The product is: [NH:11]1[CH2:12][CH2:13][C:8]2([C:21]3[C:26](=[CH:25][CH:24]=[CH:23][CH:22]=3)[C@@H:5]([NH:4][C:1](=[O:3])[CH3:2])[CH2:6][CH2:7]2)[CH2:9][CH2:10]1. (2) Given the reactants Cl[CH2:2][CH2:3][C:4]1[C:9](=[O:10])[N:8]2[CH2:11][CH2:12][CH2:13][CH2:14][C:7]2=[N:6][C:5]=1[CH3:15].[F:16][C:17]1[CH:31]=[CH:30][C:20]2[C:21]([CH:24]3[CH2:29][CH2:28][NH:27][CH2:26][CH2:25]3)=[N:22][O:23][C:19]=2[CH:18]=1.C(=O)([O-])[O-].[Na+].[Na+], predict the reaction product. The product is: [CH3:15][C:5]1[N:6]=[C:7]2[N:8]([CH2:11][CH2:12][CH2:13][CH2:14]2)[C:9](=[O:10])[C:4]=1[CH2:3][CH2:2][N:27]1[CH2:26][CH2:25][CH:24]([C:21]2[C:20]3[CH:30]=[CH:31][C:17]([F:16])=[CH:18][C:19]=3[O:23][N:22]=2)[CH2:29][CH2:28]1.